From a dataset of Forward reaction prediction with 1.9M reactions from USPTO patents (1976-2016). Predict the product of the given reaction. The product is: [C:38]([C:35]1[CH:36]=[CH:37][C:32]([O:31][C:3]2[CH:2]=[CH:7][C:6]([S:8]([NH:11][C:12]3[CH:17]=[CH:16][C:15]([F:18])=[CH:14][N:13]=3)(=[O:10])=[O:9])=[C:5]([F:30])[CH:4]=2)=[CH:33][C:34]=1[F:40])#[N:39]. Given the reactants Br[C:2]1[C:3]([O:31][C:32]2[CH:37]=[CH:36][C:35]([C:38]#[N:39])=[C:34]([F:40])[CH:33]=2)=[CH:4][C:5]([F:30])=[C:6]([S:8]([N:11](CC2C=CC(OC)=CC=2OC)[C:12]2[CH:17]=[CH:16][C:15]([F:18])=[CH:14][N:13]=2)(=[O:10])=[O:9])[CH:7]=1.CCOC(C)=O, predict the reaction product.